This data is from Forward reaction prediction with 1.9M reactions from USPTO patents (1976-2016). The task is: Predict the product of the given reaction. (1) Given the reactants C(OC([N:8]1[CH2:20][C:19]2[S:18][C:17]3[N:16]=[CH:15][N:14]=[C:13](Cl)[C:12]=3[C:11]=2[CH2:10][CH2:9]1)=O)(C)(C)C.[Cl:22][C:23]1[CH:24]=[C:25]([CH:27]=[CH:28][C:29]=1[Cl:30])[NH2:26].Cl, predict the reaction product. The product is: [Cl:22][C:23]1[CH:24]=[C:25]([NH:26][C:13]2[C:12]3[C:11]4[CH2:10][CH2:9][NH:8][CH2:20][C:19]=4[S:18][C:17]=3[N:16]=[CH:15][N:14]=2)[CH:27]=[CH:28][C:29]=1[Cl:30]. (2) Given the reactants C1([Li])C=CC=CC=1.[Br-].[O:9]([CH2:27][C:28]1[CH:53]=[CH:52][C:31]([CH2:32][P+](C2C=CC=CC=2)(C2C=CC=CC=2)C2C=CC=CC=2)=[CH:30][CH:29]=1)[Si:10]([C:23]([CH3:26])([CH3:25])[CH3:24])([C:17]1[CH:22]=[CH:21][CH:20]=[CH:19][CH:18]=1)[C:11]1[CH:16]=[CH:15][CH:14]=[CH:13][CH:12]=1.[CH2:54]([N:58]([CH2:69][CH2:70][CH2:71][CH3:72])[C:59]1[CH:66]=[CH:65][C:62]([CH:63]=O)=[C:61]([O:67][CH3:68])[CH:60]=1)[CH2:55][CH2:56][CH3:57].O, predict the reaction product. The product is: [CH2:54]([N:58]([CH2:69][CH2:70][CH2:71][CH3:72])[C:59]1[CH:66]=[CH:65][C:62]([CH:63]=[CH:32][C:31]2[CH:30]=[CH:29][C:28]([CH2:27][O:9][Si:10]([C:23]([CH3:26])([CH3:25])[CH3:24])([C:17]3[CH:22]=[CH:21][CH:20]=[CH:19][CH:18]=3)[C:11]3[CH:16]=[CH:15][CH:14]=[CH:13][CH:12]=3)=[CH:53][CH:52]=2)=[C:61]([O:67][CH3:68])[CH:60]=1)[CH2:55][CH2:56][CH3:57]. (3) Given the reactants [CH2:1]([O:3][C:4](=[O:21])[CH:5]=[C:6]1[CH2:11][CH2:10][CH:9]([C:12]2[CH:17]=[CH:16][C:15]([N+:18]([O-])=O)=[CH:14][CH:13]=2)[CH2:8][CH2:7]1)[CH3:2], predict the reaction product. The product is: [CH2:1]([O:3][C:4](=[O:21])[CH2:5][C@H:6]1[CH2:11][CH2:10][C@H:9]([C:12]2[CH:17]=[CH:16][C:15]([NH2:18])=[CH:14][CH:13]=2)[CH2:8][CH2:7]1)[CH3:2]. (4) The product is: [C:14]([C:17]1[C:25]2[C:20](=[CH:21][C:22]([O:3][CH:2]([F:13])[F:1])=[CH:23][CH:24]=2)[N:19]([CH2:28][C:29]([OH:31])=[O:30])[CH:18]=1)(=[O:16])[NH2:15]. Given the reactants [F:1][CH:2]([F:13])[O:3]C1C=C2C(C=CN2)=CC=1.[C:14]([C:17]1[C:25]2[C:20](=[CH:21][C:22](F)=[C:23](F)[CH:24]=2)[N:19]([CH2:28][C:29]([OH:31])=[O:30])[CH:18]=1)(=[O:16])[NH2:15], predict the reaction product. (5) Given the reactants [NH2:1][C:2]1[CH:3]=[C:4]2[C:9](=[CH:10][CH:11]=1)[N:8]=[CH:7][C:6]([C:12]#[N:13])=[C:5]2[NH:14][C:15]1[CH:20]=[CH:19][C:18]([F:21])=[C:17]([Cl:22])[CH:16]=1.[CH3:23][N:24]1[C:28]([CH3:29])=[C:27]([CH:30]=O)[N:26]=[CH:25]1.[BH3-]C#N.[Na+], predict the reaction product. The product is: [Cl:22][C:17]1[CH:16]=[C:15]([NH:14][C:5]2[C:4]3[C:9](=[CH:10][CH:11]=[C:2]([NH:1][CH2:30][C:27]4[N:26]=[CH:25][N:24]([CH3:23])[C:28]=4[CH3:29])[CH:3]=3)[N:8]=[CH:7][C:6]=2[C:12]#[N:13])[CH:20]=[CH:19][C:18]=1[F:21]. (6) Given the reactants F[C:2]1C=CC(N2C(C(O)=O)=CN=C2SCC2C(F)=CC=C(F)C=2F)=CC=1.[F:27][C:28]1[CH:33]=[CH:32][C:31]([N:34]2[C:38]([C:39]([O-:41])=[O:40])=[CH:37][N:36]=[C:35]2[NH:42][CH2:43][C:44]2[C:49]([F:50])=[CH:48][CH:47]=[C:46]([F:51])[C:45]=2[F:52])=[CH:30][CH:29]=1, predict the reaction product. The product is: [CH3:2][C:37]1[N:36]=[C:35]([NH:42][CH2:43][C:44]2[C:49]([F:50])=[CH:48][CH:47]=[C:46]([F:51])[C:45]=2[F:52])[N:34]([C:31]2[CH:32]=[CH:33][C:28]([F:27])=[CH:29][CH:30]=2)[C:38]=1[C:39]([OH:41])=[O:40]. (7) The product is: [CH3:1][O:2][C:3]([C:5]1[C:10](/[CH:11]=[CH:12]/[S:26][CH3:25])=[C:9]([NH2:14])[N:8]=[C:7]([C:15]2[CH:20]=[CH:19][C:18]([Cl:21])=[C:17]([O:22][CH3:23])[C:16]=2[F:24])[N:6]=1)=[O:4]. Given the reactants [CH3:1][O:2][C:3]([C:5]1[C:10](/[CH:11]=[CH:12]/Br)=[C:9]([NH2:14])[N:8]=[C:7]([C:15]2[CH:20]=[CH:19][C:18]([Cl:21])=[C:17]([O:22][CH3:23])[C:16]=2[F:24])[N:6]=1)=[O:4].[CH3:25][S-:26].[Na+], predict the reaction product. (8) Given the reactants Br[C:2]1[CH:7]=[C:6]([S:8]([CH3:11])(=[O:10])=[O:9])[CH:5]=[CH:4][C:3]=1[F:12].BrC1C=C(S(CC)(=O)=O)C=CC=1OCCC.FC1C=CC(S(C)(=O)=O)=CC=1B1OC(C)(C)C(C)(C)O1.Br[C:50]1[C:55]2[N:56]=[CH:57][N:58]=[CH:59][C:54]=2[C:53](=[O:60])[N:52]([CH3:61])[CH:51]=1, predict the reaction product. The product is: [F:12][C:3]1[CH:4]=[CH:5][C:6]([S:8]([CH3:11])(=[O:10])=[O:9])=[CH:7][C:2]=1[C:50]1[C:55]2[N:56]=[CH:57][N:58]=[CH:59][C:54]=2[C:53](=[O:60])[N:52]([CH3:61])[CH:51]=1.